The task is: Regression. Given a peptide amino acid sequence and an MHC pseudo amino acid sequence, predict their binding affinity value. This is MHC class I binding data.. This data is from Peptide-MHC class I binding affinity with 185,985 pairs from IEDB/IMGT. (1) The peptide sequence is AENLWVTVH. The MHC is Mamu-A11 with pseudo-sequence Mamu-A11. The binding affinity (normalized) is 0.217. (2) The binding affinity (normalized) is 0.0814. The peptide sequence is RSRPSGDL. The MHC is Mamu-B08 with pseudo-sequence Mamu-B08.